Task: Predict the reaction yield, written as a fraction of the theoretical maximum amount of product (1.0 means a 100% yield; for example, 0.34 means a 34% yield).. Dataset: Reaction yield outcomes from USPTO patents with 853,638 reactions (1) The catalyst is C(Cl)(Cl)Cl. The reactants are [CH:1]1([C:4]2[CH:33]=[CH:32][C:7]([CH2:8][O:9][C:10]3[CH:15]=[CH:14][C:13]([CH:16]4[CH2:19][N:18]([C:20]([C:22]5[CH:27]=[C:26]([CH2:28][OH:29])[CH:25]=[CH:24][N:23]=5)=[O:21])[CH2:17]4)=[CH:12][C:11]=3[O:30][CH3:31])=[CH:6][CH:5]=2)[CH2:3][CH2:2]1.C(N(CC)CC)C.[CH3:41][S:42](Cl)(=[O:44])=[O:43].O. The product is [CH3:41][S:42]([O:29][CH2:28][C:26]1[CH:25]=[CH:24][N:23]=[C:22]([C:20]([N:18]2[CH2:17][CH:16]([C:13]3[CH:14]=[CH:15][C:10]([O:9][CH2:8][C:7]4[CH:32]=[CH:33][C:4]([CH:1]5[CH2:3][CH2:2]5)=[CH:5][CH:6]=4)=[C:11]([O:30][CH3:31])[CH:12]=3)[CH2:19]2)=[O:21])[CH:27]=1)(=[O:44])=[O:43]. The yield is 0.990. (2) The reactants are [F:1][CH:2]([F:22])[C:3]1[C:8]([C:9]([O:11][CH3:12])=[O:10])=[C:7]([CH2:13][CH:14]([CH3:16])[CH3:15])[C:6]([SH:17])=[C:5]([C:18]([F:21])([F:20])[F:19])[N:4]=1.Cl[C:24]([O:26][CH3:27])=[O:25].C(N(CC)CC)C. The catalyst is C1COCC1. The product is [F:22][CH:2]([F:1])[C:3]1[C:8]([C:9]([O:11][CH3:12])=[O:10])=[C:7]([CH2:13][CH:14]([CH3:16])[CH3:15])[C:6]([S:17][C:24]([O:26][CH3:27])=[O:25])=[C:5]([C:18]([F:21])([F:20])[F:19])[N:4]=1. The yield is 0.770. (3) The reactants are [Cl:1][C:2]1[N:7]=[CH:6][CH:5]=[C:4](Cl)[N:3]=1.[CH3:9][NH2:10]. The catalyst is CO. The product is [Cl:1][C:2]1[N:3]=[C:4]([NH:10][CH3:9])[CH:5]=[CH:6][N:7]=1. The yield is 0.270. (4) The reactants are S(=O)(=O)(O)O.[N+:6]([O-:9])(O)=[O:7].[CH3:10][C:11]1[CH:19]=[CH:18][C:14]([C:15]([OH:17])=[O:16])=[CH:13][CH:12]=1. No catalyst specified. The product is [CH3:10][C:11]1[CH:19]=[CH:18][C:14]([C:15]([OH:17])=[O:16])=[CH:13][C:12]=1[N+:6]([O-:9])=[O:7]. The yield is 0.827. (5) The reactants are Br[C:2]1[CH:3]=[CH:4][CH:5]=[C:6]2[C:11]=1[N:10]=[CH:9][CH:8]=[C:7]2[C:12]1[CH2:16][C:15]([C:21]2[CH:26]=[C:25]([Cl:27])[CH:24]=[C:23]([Cl:28])[CH:22]=2)([C:17]([F:20])([F:19])[F:18])[O:14][N:13]=1.[CH3:29][N:30](C)C=O. The catalyst is C(OCC)(=O)C.[C-]#N.[Zn+2].[C-]#N.[Cu]I.C1(P([C-]2C=CC=C2)C2C=CC=CC=2)C=CC=CC=1.[C-]1(P(C2C=CC=CC=2)C2C=CC=CC=2)C=CC=C1.[Fe+2].C1C=CC(/C=C/C(/C=C/C2C=CC=CC=2)=O)=CC=1.C1C=CC(/C=C/C(/C=C/C2C=CC=CC=2)=O)=CC=1.C1C=CC(/C=C/C(/C=C/C2C=CC=CC=2)=O)=CC=1.[Pd].[Pd]. The product is [Cl:28][C:23]1[CH:22]=[C:21]([C:15]2([C:17]([F:20])([F:19])[F:18])[O:14][N:13]=[C:12]([C:7]3[C:6]4[C:11](=[C:2]([C:29]#[N:30])[CH:3]=[CH:4][CH:5]=4)[N:10]=[CH:9][CH:8]=3)[CH2:16]2)[CH:26]=[C:25]([Cl:27])[CH:24]=1. The yield is 0.690.